This data is from Full USPTO retrosynthesis dataset with 1.9M reactions from patents (1976-2016). The task is: Predict the reactants needed to synthesize the given product. (1) Given the product [O:1]1[CH2:2][CH:3]([N:5]2[CH2:10][CH2:9][N:8]([CH2:11][CH2:12][NH2:13])[CH2:7][CH2:6]2)[CH2:4]1, predict the reactants needed to synthesize it. The reactants are: [O:1]1[CH2:4][CH:3]([N:5]2[CH2:10][CH2:9][N:8]([CH2:11][CH2:12][NH:13]C(=O)OC(C)(C)C)[CH2:7][CH2:6]2)[CH2:2]1.C(O)(C(F)(F)F)=O. (2) Given the product [CH2:1]([O:8][C:9]([N:11]1[CH2:16][CH2:15][CH:14]([NH:17][C:55]([O:54][C:50]([CH3:51])([CH3:52])[CH3:53])=[O:56])[CH:13]([NH:20][C:65]([O:68][C:41]([CH3:40])([CH3:36])[CH3:43])=[O:67])[CH2:12]1)=[O:10])[C:2]1[CH:7]=[CH:6][CH:5]=[CH:4][CH:3]=1, predict the reactants needed to synthesize it. The reactants are: [CH2:1]([O:8][C:9]([N:11]1[CH2:16][CH2:15][CH:14]([N:17]=[N+]=[N-])[CH:13]([N:20]=[N+]=[N-])[CH2:12]1)=[O:10])[C:2]1[CH:7]=[CH:6][CH:5]=[CH:4][CH:3]=1.C1(P([C:36]2[CH:41]=[CH:40]C=CC=2)C2C=CC=CC=2)C=CC=CC=1.O.[CH2:43](N(CC)CC)C.[C:50]([O:54][C:55](O[C:55]([O:54][C:50]([CH3:53])([CH3:52])[CH3:51])=[O:56])=[O:56])([CH3:53])([CH3:52])[CH3:51].[C:65]([O:68]CC)(=[O:67])C. (3) The reactants are: [CH3:1][N:2]1[C@@H:19]2[CH2:20][C:7]3[CH:8]=[CH:9][C:10]([O:22][CH3:23])=[C:11]4[O:12][C@H:13]5[C:14]([CH2:16][CH2:17][C@:18]2([OH:21])[C@:5]5([C:6]=34)[CH2:4][CH2:3]1)=[O:15].[OH2:24]. Given the product [CH3:1][N:2]1[C@@H:19]2[CH2:20][C:7]3[CH:8]=[CH:9][C:10]([O:22][CH3:23])=[C:11]4[O:12][C@H:13]5[C:14]([CH2:16][CH2:17][C@:18]2([OH:21])[C@:5]5([C:6]=34)[CH2:4][CH2:3]1)=[O:15].[OH-:24].[NH4+:2], predict the reactants needed to synthesize it. (4) Given the product [Cl:20][C:15]1[C:16]([O:18][CH3:19])=[CH:17][C:12]2[O:11][CH:10]([C:21]([N:23]3[CH2:28][CH2:27][C:26]([C:29]([F:38])([F:37])[C:30]4[CH:35]=[CH:34][C:33]([F:36])=[CH:32][CH:31]=4)([C:39]#[N:40])[CH2:25][CH2:24]3)=[O:22])[CH2:9][NH:8][C:13]=2[CH:14]=1, predict the reactants needed to synthesize it. The reactants are: C(OC([N:8]1[C:13]2[CH:14]=[C:15]([Cl:20])[C:16]([O:18][CH3:19])=[CH:17][C:12]=2[O:11][CH:10]([C:21]([N:23]2[CH2:28][CH2:27][C:26]([C:39]#[N:40])([C:29]([F:38])([F:37])[C:30]3[CH:35]=[CH:34][C:33]([F:36])=[CH:32][CH:31]=3)[CH2:25][CH2:24]2)=[O:22])[CH2:9]1)=O)(C)(C)C.C(O)(C(F)(F)F)=O.C([O-])(O)=O.[Na+].